This data is from Peptide-MHC class I binding affinity with 185,985 pairs from IEDB/IMGT. The task is: Regression. Given a peptide amino acid sequence and an MHC pseudo amino acid sequence, predict their binding affinity value. This is MHC class I binding data. (1) The peptide sequence is FPNITNLCPF. The MHC is Patr-B1301 with pseudo-sequence Patr-B1301. The binding affinity (normalized) is 1.00. (2) The peptide sequence is QKDINTPGY. The MHC is HLA-B40:01 with pseudo-sequence HLA-B40:01. The binding affinity (normalized) is 0.0847. (3) The peptide sequence is RLASTVIYR. The MHC is HLA-B51:01 with pseudo-sequence HLA-B51:01. The binding affinity (normalized) is 0.0847. (4) The peptide sequence is LDEWSVATFY. The MHC is HLA-A29:02 with pseudo-sequence HLA-A29:02. The binding affinity (normalized) is 0.579. (5) The peptide sequence is MIYDLNAVT. The MHC is HLA-A02:03 with pseudo-sequence HLA-A02:03. The binding affinity (normalized) is 0.621. (6) The peptide sequence is NASQHPQQV. The MHC is HLA-A33:01 with pseudo-sequence HLA-A33:01. The binding affinity (normalized) is 0. (7) The peptide sequence is YIFFASFYYI. The MHC is HLA-A02:02 with pseudo-sequence HLA-A02:02. The binding affinity (normalized) is 1.00. (8) The peptide sequence is KSTQNAINGI. The MHC is Mamu-A02 with pseudo-sequence Mamu-A02. The binding affinity (normalized) is 0.260.